This data is from Full USPTO retrosynthesis dataset with 1.9M reactions from patents (1976-2016). The task is: Predict the reactants needed to synthesize the given product. (1) Given the product [F:32][C:2]([F:1])([F:31])[C:3]1[CH:26]=[C:25]([C:27]([F:30])([F:29])[F:28])[CH:24]=[CH:23][C:4]=1[CH2:5][O:6][C:7]1[CH:12]=[CH:11][C:10](/[CH:13]=[C:14]2/[C:15](=[N:20]\[CH3:21])/[N:16]([CH3:33])[C:17](=[O:19])[S:18]/2)=[CH:9][C:8]=1[F:22], predict the reactants needed to synthesize it. The reactants are: [F:1][C:2]([F:32])([F:31])[C:3]1[CH:26]=[C:25]([C:27]([F:30])([F:29])[F:28])[CH:24]=[CH:23][C:4]=1[CH2:5][O:6][C:7]1[CH:12]=[CH:11][C:10](/[CH:13]=[C:14]2/[C:15]([NH:20][CH3:21])=[N:16][C:17](=[O:19])[S:18]/2)=[CH:9][C:8]=1[F:22].[C:33](=O)([O-])[O-].[K+].[K+].CI.O. (2) Given the product [CH3:11][S:12]([O:10][CH:8]([C:3]1[CH:4]=[CH:5][CH:6]=[CH:7][C:2]=1[F:1])[CH3:9])(=[O:14])=[O:13], predict the reactants needed to synthesize it. The reactants are: [F:1][C:2]1[CH:7]=[CH:6][CH:5]=[CH:4][C:3]=1[CH:8]([OH:10])[CH3:9].[CH3:11][S:12](O[S:12]([CH3:11])(=[O:14])=[O:13])(=[O:14])=[O:13]. (3) The reactants are: C[O:2][C:3]1[CH:8]=[C:7]([O:9][CH:10]([C:13]2[S:17][C:16]([C:18]3[CH:23]=[CH:22][C:21]([C:24]([F:27])([F:26])[F:25])=[CH:20][CH:19]=3)=[N:15][C:14]=2[CH3:28])[CH2:11][CH3:12])[CH:6]=[CH:5][C:4]=1[C:29]1[NH:33][C:32](=[O:34])[O:31][N:30]=1.B(Br)(Br)Br.CO. Given the product [OH:2][C:3]1[CH:8]=[C:7]([O:9][CH:10]([C:13]2[S:17][C:16]([C:18]3[CH:19]=[CH:20][C:21]([C:24]([F:26])([F:27])[F:25])=[CH:22][CH:23]=3)=[N:15][C:14]=2[CH3:28])[CH2:11][CH3:12])[CH:6]=[CH:5][C:4]=1[C:29]1[NH:33][C:32](=[O:34])[O:31][N:30]=1, predict the reactants needed to synthesize it. (4) Given the product [F:22][C:17]1[CH:16]=[C:15]([N:14]2[C:13]3[CH:23]=[C:24]([F:27])[CH:25]=[CH:26][C:12]=3[N:11]=[C:10]2[C@@H:8]([NH2:7])[CH3:9])[CH:20]=[C:19]([F:21])[CH:18]=1, predict the reactants needed to synthesize it. The reactants are: C(OC(=O)[NH:7][C@H:8]([C:10]1[N:14]([C:15]2[CH:20]=[C:19]([F:21])[CH:18]=[C:17]([F:22])[CH:16]=2)[C:13]2[CH:23]=[C:24]([F:27])[CH:25]=[CH:26][C:12]=2[N:11]=1)[CH3:9])(C)(C)C. (5) Given the product [CH3:26][C:21]1[CH:20]=[C:16]([C:17]([N:27]2[CH2:32][CH2:31][O:30][CH2:29][CH2:28]2)=[O:19])[CH:15]=[C:14]([CH3:13])[C:22]=1[N+:23]([O-:25])=[O:24], predict the reactants needed to synthesize it. The reactants are: C(N1C=CN=C1)(N1C=CN=C1)=O.[CH3:13][C:14]1[CH:15]=[C:16]([CH:20]=[C:21]([CH3:26])[C:22]=1[N+:23]([O-:25])=[O:24])[C:17]([OH:19])=O.[NH:27]1[CH2:32][CH2:31][O:30][CH2:29][CH2:28]1. (6) Given the product [CH:43]([N:3]1[C:2](=[O:1])[CH2:7][O:6][C:5]2[N:8]=[C:9]([C:18]3[CH:23]=[CH:22][C:21]([C:24]4([NH:28][C:29](=[O:35])[O:30][C:31]([CH3:32])([CH3:34])[CH3:33])[CH2:25][CH2:26][CH2:27]4)=[CH:20][CH:19]=3)[C:10]([C:12]3[CH:13]=[CH:14][CH:15]=[CH:16][CH:17]=3)=[CH:11][C:4]1=2)([CH3:45])[CH3:44], predict the reactants needed to synthesize it. The reactants are: [O:1]=[C:2]1[CH2:7][O:6][C:5]2[N:8]=[C:9]([C:18]3[CH:23]=[CH:22][C:21]([C:24]4([NH:28][C:29](=[O:35])[O:30][C:31]([CH3:34])([CH3:33])[CH3:32])[CH2:27][CH2:26][CH2:25]4)=[CH:20][CH:19]=3)[C:10]([C:12]3[CH:17]=[CH:16][CH:15]=[CH:14][CH:13]=3)=[CH:11][C:4]=2[NH:3]1.C(=O)([O-])[O-].[K+].[K+].I[CH:43]([CH3:45])[CH3:44]. (7) Given the product [CH2:1]([NH:8][C:37](=[O:38])[C:36]1[CH:40]=[CH:41][CH:42]=[C:34]([S:31]([N:25]2[CH2:30][CH2:29][CH2:28][CH2:27][CH2:26]2)(=[O:33])=[O:32])[CH:35]=1)[C:2]1[CH:7]=[CH:6][CH:5]=[CH:4][CH:3]=1, predict the reactants needed to synthesize it. The reactants are: [CH2:1]([NH2:8])[C:2]1[CH:7]=[CH:6][CH:5]=[CH:4][CH:3]=1.C(N(CC)CC)C.[Cl-].ClC1N(C)CC[NH+]1C.[N:25]1([S:31]([C:34]2[CH:35]=[C:36]([CH:40]=[CH:41][CH:42]=2)[C:37](O)=[O:38])(=[O:33])=[O:32])[CH2:30][CH2:29][CH2:28][CH2:27][CH2:26]1.